The task is: Predict which catalyst facilitates the given reaction.. This data is from Catalyst prediction with 721,799 reactions and 888 catalyst types from USPTO. (1) Reactant: [N:1]1[C:10]2[C:5](=[CH:6][CH:7]=[CH:8][C:9]=2[C:11]2[CH:12]=[C:13]([OH:17])[CH:14]=[CH:15][CH:16]=2)[CH:4]=[CH:3][CH:2]=1.Cl[CH2:19][C@@H:20]1[CH2:22][O:21]1.C([O-])([O-])=O.[K+].[K+]. Product: [O:21]1[CH2:22][C@@H:20]1[CH2:19][O:17][C:13]1[CH:12]=[C:11]([C:9]2[CH:8]=[CH:7][CH:6]=[C:5]3[C:10]=2[N:1]=[CH:2][CH:3]=[CH:4]3)[CH:16]=[CH:15][CH:14]=1. The catalyst class is: 23. (2) Reactant: [Br:1][CH2:2][CH2:3][CH2:4][OH:5].[H-].[Na+].[F:8][C:9]1[CH:16]=[CH:15][CH:14]=[CH:13][C:10]=1[CH2:11]Br. Product: [Br:1][CH2:2][CH2:3][CH2:4][O:5][CH2:11][C:10]1[CH:13]=[CH:14][CH:15]=[CH:16][C:9]=1[F:8]. The catalyst class is: 1. (3) Reactant: [C:1]1([C:7](=O)[CH2:8][C:9]2[CH:14]=[CH:13][C:12]([CH3:15])=[CH:11][CH:10]=2)[CH:6]=[CH:5][CH:4]=[CH:3][CH:2]=1.[CH2:17]([O:19][C:20]1[CH:21]=[C:22]([CH:25]=[C:26]([N+:29]([O-:31])=[O:30])[C:27]=1[OH:28])[CH:23]=O)[CH3:18].[NH2:32][C:33]([NH2:35])=[O:34].Cl. Product: [CH2:17]([O:19][C:20]1[CH:21]=[C:22]([CH:23]2[C:8]([C:9]3[CH:14]=[CH:13][C:12]([CH3:15])=[CH:11][CH:10]=3)=[C:7]([C:1]3[CH:6]=[CH:5][CH:4]=[CH:3][CH:2]=3)[NH:35][C:33](=[O:34])[NH:32]2)[CH:25]=[C:26]([N+:29]([O-:31])=[O:30])[C:27]=1[OH:28])[CH3:18]. The catalyst class is: 8. (4) Reactant: C[O:2][C:3]1[CH:22]=[CH:21][C:6]([NH:7][C:8]2[N:12]=[C:11]([S:13][CH2:14][C:15]3[CH:20]=[CH:19][CH:18]=[CH:17][CH:16]=3)[NH:10][N:9]=2)=[CH:5][CH:4]=1. Product: [OH:2][C:3]1[CH:22]=[CH:21][C:6]([NH:7][C:8]2[N:12]=[C:11]([S:13][CH2:14][C:15]3[CH:20]=[CH:19][CH:18]=[CH:17][CH:16]=3)[NH:10][N:9]=2)=[CH:5][CH:4]=1. The catalyst class is: 201. (5) Reactant: Cl.[CH3:2][S:3]([C:6]1[CH:11]=[CH:10][C:9]([N:12]2[C:17](=[O:18])[CH:16]=[C:15]([O:19][CH:20]3[CH2:25][CH2:24][NH:23][CH2:22][CH2:21]3)[C:14]([C:26]#[N:27])=[N:13]2)=[CH:8][CH:7]=1)(=[O:5])=[O:4].CCN(C(C)C)C(C)C.[F:37][CH:38]([F:50])[O:39][C:40]1[CH:41]=[N:42][C:43](S(C)(=O)=O)=[N:44][CH:45]=1.CCOC(C)=O. Product: [F:37][CH:38]([F:50])[O:39][C:40]1[CH:41]=[N:42][C:43]([N:23]2[CH2:24][CH2:25][CH:20]([O:19][C:15]3[C:14]([C:26]#[N:27])=[N:13][N:12]([C:9]4[CH:8]=[CH:7][C:6]([S:3]([CH3:2])(=[O:5])=[O:4])=[CH:11][CH:10]=4)[C:17](=[O:18])[CH:16]=3)[CH2:21][CH2:22]2)=[N:44][CH:45]=1. The catalyst class is: 37. (6) Reactant: Br[C:2]1[CH:3]=[C:4]([CH:7]=[CH:8][C:9]=1[CH3:10])[C:5]#[N:6].[Li]CCCC.[B:16](OC(C)C)([O:21]C(C)C)[O:17]C(C)C. Product: [C:5]([C:4]1[CH:7]=[CH:8][C:9]([CH3:10])=[C:2]([B:16]([OH:21])[OH:17])[CH:3]=1)#[N:6]. The catalyst class is: 1. (7) Reactant: [NH:1]1[CH2:6][CH2:5][CH:4]([NH:7][C:8](=[O:14])[O:9][C:10]([CH3:13])([CH3:12])[CH3:11])[CH2:3][CH2:2]1.Br[C:16]1[S:17][C:18]([C:21]([O:23][CH3:24])=[O:22])=[CH:19][N:20]=1.C(N(C(C)C)CC)(C)C. Product: [C:10]([O:9][C:8]([NH:7][CH:4]1[CH2:3][CH2:2][N:1]([C:16]2[S:17][C:18]([C:21]([O:23][CH3:24])=[O:22])=[CH:19][N:20]=2)[CH2:6][CH2:5]1)=[O:14])([CH3:11])([CH3:13])[CH3:12]. The catalyst class is: 3. (8) Reactant: [C:1]([O:4][CH2:5][CH2:6][N:7]1[CH:11]([CH3:12])[CH2:10][C:9]2([CH2:17][CH2:16][CH2:15][N:14]([CH:18]3[CH2:23][CH2:22][N:21]([C:24]([C:26]4[C:30]5[CH:31]=[CH:32][CH:33]=[CH:34][C:29]=5[S:28][C:27]=4[NH:35]C(OC(C)(C)C)=O)=[O:25])[CH2:20][CH2:19]3)[CH2:13]2)[C:8]1=[O:43])(=[O:3])[CH3:2].C(=O)([O-])O.[Na+]. Product: [C:1]([O:4][CH2:5][CH2:6][N:7]1[CH:11]([CH3:12])[CH2:10][C:9]2([CH2:17][CH2:16][CH2:15][N:14]([CH:18]3[CH2:19][CH2:20][N:21]([C:24]([C:26]4[C:30]5[CH:31]=[CH:32][CH:33]=[CH:34][C:29]=5[S:28][C:27]=4[NH2:35])=[O:25])[CH2:22][CH2:23]3)[CH2:13]2)[C:8]1=[O:43])(=[O:3])[CH3:2]. The catalyst class is: 55.